From a dataset of Reaction yield outcomes from USPTO patents with 853,638 reactions. Predict the reaction yield, written as a fraction of the theoretical maximum amount of product (1.0 means a 100% yield; for example, 0.34 means a 34% yield). (1) The catalyst is C1COCC1.O.O. The yield is 0.990. The reactants are C[O:2][C:3]([C:5]1[C:6]([NH:16][C:17]2[CH:22]=[CH:21][C:20]([Br:23])=[CH:19][C:18]=2[Cl:24])=[C:7]([F:15])[C:8]2[O:12][N:11]=[C:10]([CH3:13])[C:9]=2[CH:14]=1)=[O:4].[Li+].[OH-].Cl. The product is [Br:23][C:20]1[CH:21]=[CH:22][C:17]([NH:16][C:6]2[C:5]([C:3]([OH:4])=[O:2])=[CH:14][C:9]3[C:10]([CH3:13])=[N:11][O:12][C:8]=3[C:7]=2[F:15])=[C:18]([Cl:24])[CH:19]=1. (2) The reactants are FC(F)(F)C(O)=O.[C:8]1([C:14]2[CH:19]=[C:18]([CH:20]3[CH2:25][CH2:24][NH:23][CH2:22][CH2:21]3)[CH:17]=[CH:16][C:15]=2[NH:26][C:27]([C:29]2[NH:30][CH:31]=[C:32]([C:34]#[N:35])[N:33]=2)=[O:28])[CH2:13][CH2:12][CH2:11][CH2:10][CH:9]=1.CCN(C(C)C)C(C)C.Cl.[CH3:46][N:47]([CH2:49][C:50](Cl)=[O:51])[CH3:48]. The catalyst is C(Cl)Cl. The product is [C:8]1([C:14]2[CH:19]=[C:18]([CH:20]3[CH2:21][CH2:22][N:23]([C:50](=[O:51])[CH2:49][N:47]([CH3:48])[CH3:46])[CH2:24][CH2:25]3)[CH:17]=[CH:16][C:15]=2[NH:26][C:27]([C:29]2[NH:30][CH:31]=[C:32]([C:34]#[N:35])[N:33]=2)=[O:28])[CH2:13][CH2:12][CH2:11][CH2:10][CH:9]=1. The yield is 0.700. (3) The reactants are Br[C:2]1[C:3]([NH:9][C:10]2[CH:11]=[N:12][C:13]([O:16][CH3:17])=[CH:14][CH:15]=2)=[N:4][CH:5]=[C:6]([Cl:8])[N:7]=1.[F-].[Cs+].[CH3:20][C:21]1[N:26]=[C:25]([S:27][CH3:28])[CH:24]=[C:23]([Sn](CCCC)(CCCC)CCCC)[N:22]=1. The catalyst is O1CCOCC1.O.[Cu]I.C1C=CC([P]([Pd]([P](C2C=CC=CC=2)(C2C=CC=CC=2)C2C=CC=CC=2)([P](C2C=CC=CC=2)(C2C=CC=CC=2)C2C=CC=CC=2)[P](C2C=CC=CC=2)(C2C=CC=CC=2)C2C=CC=CC=2)(C2C=CC=CC=2)C2C=CC=CC=2)=CC=1. The product is [Cl:8][C:6]1[N:7]=[C:2]([C:23]2[CH:24]=[C:25]([S:27][CH3:28])[N:26]=[C:21]([CH3:20])[N:22]=2)[C:3]([NH:9][C:10]2[CH:11]=[N:12][C:13]([O:16][CH3:17])=[CH:14][CH:15]=2)=[N:4][CH:5]=1. The yield is 0.730. (4) The reactants are [CH:1]1[CH:2]=[CH:3][C:4]([C@@H:7]([NH2:11])[C:8]([OH:10])=O)=[CH:5][CH:6]=1.[CH3:12][NH-:13].[CH:14](=O)[C:15]1[CH:20]=[CH:19][CH:18]=[CH:17][CH:16]=1.O.C1(C)C=CC(S(O)(=O)=O)=CC=1.C(OCC)(=O)C. The catalyst is CO. The product is [CH3:12][N:13]1[C:8](=[O:10])[C@@H:7]([C:4]2[CH:5]=[CH:6][CH:1]=[CH:2][CH:3]=2)[NH:11][C@H:14]1[C:15]1[CH:20]=[CH:19][CH:18]=[CH:17][CH:16]=1. The yield is 0.310. (5) The reactants are [OH:1][C:2]1[CH:3]=[CH:4][C:5]2[O:19][CH2:18][C:8]3([C:16]4[C:11](=[CH:12][CH:13]=[CH:14][CH:15]=4)[NH:10][C:9]3=[O:17])[C:6]=2[CH:7]=1.[F:20][C:21]([F:34])([F:33])[S:22](O[S:22]([C:21]([F:34])([F:33])[F:20])(=[O:24])=[O:23])(=[O:24])=[O:23].C(N(CC)CC)C. The catalyst is ClCCl. The product is [F:20][C:21]([F:34])([F:33])[S:22]([O:1][C:2]1[CH:3]=[CH:4][C:5]2[O:19][CH2:18][C:8]3([C:16]4[C:11](=[CH:12][CH:13]=[CH:14][CH:15]=4)[NH:10][C:9]3=[O:17])[C:6]=2[CH:7]=1)(=[O:24])=[O:23]. The yield is 0.250. (6) The catalyst is [Cu]I.COCCOC. The reactants are [CH2:1]([O:3][C:4]([C:6]1[CH:7]=[N:8][N:9]([C:11](=[NH:23])[NH:12][C:13]2[CH:14]=[CH:15][C:16]3[S:20][CH:19]=[N:18][C:17]=3[C:21]=2Br)[CH:10]=1)=[O:5])[CH3:2].N1C2C(=CC=C3C=2N=CC=C3)C=CC=1.C(=O)([O-])[O-].[Cs+].[Cs+]. The product is [CH2:1]([O:3][C:4]([C:6]1[CH:7]=[N:8][N:9]([C:11]2[NH:23][C:21]3[C:17]4[N:18]=[CH:19][S:20][C:16]=4[CH:15]=[CH:14][C:13]=3[N:12]=2)[CH:10]=1)=[O:5])[CH3:2]. The yield is 0.210. (7) The reactants are Cl[C:2]1[CH:11]=[CH:10][C:5]([C:6]([O:8][CH3:9])=[O:7])=[CH:4][CH:3]=1.[CH3:12][O:13][C:14]1[CH:19]=[CH:18][C:17](B(O)O)=[CH:16][CH:15]=1.[F-].[K+]. The catalyst is C1COCC1. The product is [CH3:9][O:8][C:6]([C:5]1[CH:10]=[CH:11][C:2]([C:17]2[CH:18]=[CH:19][C:14]([O:13][CH3:12])=[CH:15][CH:16]=2)=[CH:3][CH:4]=1)=[O:7]. The yield is 0.890. (8) The reactants are [CH3:1][O:2][C:3]1[CH:8]=[CH:7][C:6]([NH2:9])=[CH:5][CH:4]=1.[F:10][C:11]1[CH:16]=[CH:15][C:14]([S:17](Cl)(=[O:19])=[O:18])=[CH:13][C:12]=1[N+:21]([O-:23])=[O:22]. The catalyst is CO. The product is [F:10][C:11]1[CH:16]=[CH:15][C:14]([S:17]([NH:9][C:6]2[CH:7]=[CH:8][C:3]([O:2][CH3:1])=[CH:4][CH:5]=2)(=[O:19])=[O:18])=[CH:13][C:12]=1[N+:21]([O-:23])=[O:22]. The yield is 0.600. (9) The product is [F:31][C:9]([F:8])([F:30])[O:10][C:11]1[CH:12]=[CH:13][C:14]([S:17]([N:20]2[CH2:21][CH2:22][C:23](=[CH:26][C:27]([OH:29])=[O:28])[CH2:24][CH2:25]2)(=[O:18])=[O:19])=[CH:15][CH:16]=1. The yield is 0.970. The catalyst is C(Cl)Cl. The reactants are FC(F)(F)C(O)=O.[F:8][C:9]([F:31])([F:30])[O:10][C:11]1[CH:16]=[CH:15][C:14]([S:17]([N:20]2[CH2:25][CH2:24][C:23](=[CH:26][C:27]([O-:29])=[O:28])[CH2:22][CH2:21]2)(=[O:19])=[O:18])=[CH:13][CH:12]=1. (10) The reactants are [O:1]1[CH2:6][CH:5]=[C:4]([C:7]2[CH:12]=[CH:11][N:10]=[C:9]([F:13])[CH:8]=2)[CH2:3][CH2:2]1.[H][H]. The catalyst is CCO.[OH-].[Pd+2].[OH-]. The product is [F:13][C:9]1[CH:8]=[C:7]([CH:4]2[CH2:5][CH2:6][O:1][CH2:2][CH2:3]2)[CH:12]=[CH:11][N:10]=1. The yield is 0.950.